This data is from Full USPTO retrosynthesis dataset with 1.9M reactions from patents (1976-2016). The task is: Predict the reactants needed to synthesize the given product. Given the product [C:1]([O:5][C:6](=[O:42])[NH:7][C:8](=[N:23][C:24](=[O:41])[CH2:25][C:26]([C:31]1[CH:36]=[CH:35][C:34]([O:37][CH2:38][CH:39]=[CH2:40])=[CH:33][CH:32]=1)=[N:27][O:28][CH2:29][CH3:30])[CH2:9][C:10]1[CH:15]=[C:14]([Cl:16])[C:13]([NH:17][C:18](=[O:21])[CH2:19][NH:48][CH2:44][CH2:45][CH:46]=[CH2:47])=[C:12]([Cl:22])[CH:11]=1)([CH3:4])([CH3:3])[CH3:2], predict the reactants needed to synthesize it. The reactants are: [C:1]([O:5][C:6](=[O:42])[NH:7][C:8](=[N:23][C:24](=[O:41])[CH2:25][C:26]([C:31]1[CH:36]=[CH:35][C:34]([O:37][CH2:38][CH:39]=[CH2:40])=[CH:33][CH:32]=1)=[N:27][O:28][CH2:29][CH3:30])[CH2:9][C:10]1[CH:15]=[C:14]([Cl:16])[C:13]([NH:17][C:18](=[O:21])[CH2:19]Br)=[C:12]([Cl:22])[CH:11]=1)([CH3:4])([CH3:3])[CH3:2].Cl.[CH2:44]([NH2:48])[CH2:45][CH:46]=[CH2:47].C(N(C(C)C)CC)(C)C.